This data is from Full USPTO retrosynthesis dataset with 1.9M reactions from patents (1976-2016). The task is: Predict the reactants needed to synthesize the given product. (1) Given the product [F:19][C:20]1[CH:27]=[CH:26][C:23]([CH2:24][NH:25][C:14]([C:3]2[N:4]=[C:5]3[N:11]([CH3:12])[C:10](=[O:13])[CH2:9][N:6]3[C:7](=[O:8])[C:2]=2[OH:1])=[O:16])=[CH:22][CH:21]=1, predict the reactants needed to synthesize it. The reactants are: [OH:1][C:2]1[C:7](=[O:8])[N:6]2[CH2:9][C:10](=[O:13])[N:11]([CH3:12])[C:5]2=[N:4][C:3]=1[C:14]([O:16]CC)=O.[F:19][C:20]1[CH:27]=[CH:26][C:23]([CH2:24][NH2:25])=[CH:22][CH:21]=1. (2) Given the product [CH:43]1([C:2]2[CH:10]=[C:9]([CH:11]([O:13][CH2:14][C:15]3([C:28]4[CH:33]=[CH:32][C:31]([F:34])=[CH:30][CH:29]=4)[CH2:16][CH2:17][N:18]([C:21]([O:23][C:24]([CH3:27])([CH3:26])[CH3:25])=[O:22])[CH2:19][CH2:20]3)[CH3:12])[C:8]3[C:4](=[CH:5][N:6]([CH2:35][O:36][CH2:37][CH2:38][Si:39]([CH3:41])([CH3:40])[CH3:42])[N:7]=3)[CH:3]=2)[CH2:45][CH2:44]1, predict the reactants needed to synthesize it. The reactants are: Br[C:2]1[CH:10]=[C:9]([CH:11]([O:13][CH2:14][C:15]2([C:28]3[CH:33]=[CH:32][C:31]([F:34])=[CH:30][CH:29]=3)[CH2:20][CH2:19][N:18]([C:21]([O:23][C:24]([CH3:27])([CH3:26])[CH3:25])=[O:22])[CH2:17][CH2:16]2)[CH3:12])[C:8]2[C:4](=[CH:5][N:6]([CH2:35][O:36][CH2:37][CH2:38][Si:39]([CH3:42])([CH3:41])[CH3:40])[N:7]=2)[CH:3]=1.[CH:43]1(B(O)O)[CH2:45][CH2:44]1.[OH-].[K+].